From a dataset of Peptide-MHC class II binding affinity with 134,281 pairs from IEDB. Regression. Given a peptide amino acid sequence and an MHC pseudo amino acid sequence, predict their binding affinity value. This is MHC class II binding data. (1) The peptide sequence is WDNTSVDLNARPVTG. The MHC is DRB1_0101 with pseudo-sequence DRB1_0101. The binding affinity (normalized) is 0.534. (2) The peptide sequence is RVPEDLLAMVVAVEQ. The MHC is DRB3_0202 with pseudo-sequence DRB3_0202. The binding affinity (normalized) is 0.199. (3) The peptide sequence is RRTEPAAEGVGAASQDL. The MHC is DRB1_0701 with pseudo-sequence DRB1_0701. The binding affinity (normalized) is 0.135. (4) The peptide sequence is LTKKGNVWEVKSSKP. The MHC is DRB3_0101 with pseudo-sequence DRB3_0101. The binding affinity (normalized) is 0. (5) The peptide sequence is KKPIAVGGLLMMLVSVA. The MHC is DRB1_1301 with pseudo-sequence DRB1_1301. The binding affinity (normalized) is 0.